Predict the reactants needed to synthesize the given product. From a dataset of Full USPTO retrosynthesis dataset with 1.9M reactions from patents (1976-2016). (1) Given the product [CH3:24][N:25]([CH2:26][C:27]1[CH:32]=[CH:31][CH:30]=[CH:29][CH:28]=1)[C:19](=[O:21])[CH2:18][C:15]1[CH:16]=[CH:17][C:12]([N:5]2[C:6]3[CH2:7][CH2:8][CH2:9][CH2:10][C:11]=3[C:3]([C:2]([F:23])([F:1])[F:22])=[N:4]2)=[CH:13][CH:14]=1, predict the reactants needed to synthesize it. The reactants are: [F:1][C:2]([F:23])([F:22])[C:3]1[C:11]2[CH2:10][CH2:9][CH2:8][CH2:7][C:6]=2[N:5]([C:12]2[CH:17]=[CH:16][C:15]([CH2:18][C:19]([OH:21])=O)=[CH:14][CH:13]=2)[N:4]=1.[CH3:24][NH:25][CH2:26][C:27]1[CH:32]=[CH:31][CH:30]=[CH:29][CH:28]=1. (2) Given the product [CH2:44]([C:41]1[CH:42]=[CH:43][C:38]([N:35]2[C:36]3[CH:23]=[CH:24][CH:25]=[CH:26][C:27]=3[O:28][C:29]3[C:34]2=[CH:33][CH:32]=[CH:31][CH:30]=3)=[CH:39][CH:40]=1)[CH2:45][CH2:46][CH3:47], predict the reactants needed to synthesize it. The reactants are: C1(C)C=CC=CC=1P(C1C=CC=CC=1C)C1C=CC=CC=1C.[CH:23]1[C:36]2[NH:35][C:34]3[C:29](=[CH:30][CH:31]=[CH:32][CH:33]=3)[O:28][C:27]=2[CH:26]=[CH:25][CH:24]=1.Br[C:38]1[CH:43]=[CH:42][C:41]([CH2:44][CH2:45][CH2:46][CH3:47])=[CH:40][CH:39]=1.CC(C)([O-])C.[Na+].Cl. (3) Given the product [C:1]1([C:11]2([CH:16]=[O:30])[CH2:15][CH2:14][CH2:13][CH2:12]2)[C:10]2[C:5](=[CH:6][CH:7]=[CH:8][CH:9]=2)[CH:4]=[CH:3][CH:2]=1, predict the reactants needed to synthesize it. The reactants are: [C:1]1([C:11]2([C:16]#N)[CH2:15][CH2:14][CH2:13][CH2:12]2)[C:10]2[C:5](=[CH:6][CH:7]=[CH:8][CH:9]=2)[CH:4]=[CH:3][CH:2]=1.[H-].C([Al+]CC(C)C)C(C)C.C(OCC)(=[O:30])C. (4) Given the product [OH:16][C:14]1[C:8]([C:9]([O:11][CH2:12][CH3:13])=[O:10])=[CH:7][N:22]([CH:19]([CH3:21])[CH3:20])[N:23]=1, predict the reactants needed to synthesize it. The reactants are: C[O-].[Na+].CCO[CH:7]=[C:8]([C:14]([O:16]CC)=O)[C:9]([O:11][CH2:12][CH3:13])=[O:10].[CH:19]([NH:22][NH2:23])([CH3:21])[CH3:20].Cl. (5) Given the product [ClH:18].[CH2:15]([O:14][C@H:10]1[CH2:9][NH:8][CH2:12][C@@H:11]1[OH:13])[CH:16]=[CH2:17], predict the reactants needed to synthesize it. The reactants are: C(OC([N:8]1[CH2:12][C@H:11]([OH:13])[C@@H:10]([O:14][CH2:15][CH:16]=[CH2:17])[CH2:9]1)=O)(C)(C)C.[ClH:18].O1CCOCC1.